Dataset: Full USPTO retrosynthesis dataset with 1.9M reactions from patents (1976-2016). Task: Predict the reactants needed to synthesize the given product. (1) Given the product [CH3:15][C:4]1[C:5]([N:10]2[CH:14]=[N:13][CH:12]=[N:11]2)=[C:6]([CH:9]=[C:2]([CH:22]=[CH2:23])[CH:3]=1)[C:7]#[N:8], predict the reactants needed to synthesize it. The reactants are: Br[C:2]1[CH:3]=[C:4]([CH3:15])[C:5]([N:10]2[CH:14]=[N:13][CH:12]=[N:11]2)=[C:6]([CH:9]=1)[C:7]#[N:8].C(=O)([O-])[O-].[K+].[K+].[C:22]1(P(C2C=CC=CC=2)C2C=CC=CC=2)C=CC=C[CH:23]=1. (2) The reactants are: [CH3:1][O:2][C:3]1[CH:8]=[CH:7][C:6]([C:9]2[C:18]([C:19]3[CH:24]=[CH:23][C:22]([O:25][CH3:26])=[CH:21][CH:20]=3)=[N:17][C:16]3[C:11](=[CH:12][CH:13]=[C:14]([S:27](O)(=[O:29])=[O:28])[CH:15]=3)[N:10]=2)=[CH:5][CH:4]=1.CN.Cl.C[CH2:35][N:36](C(C)C)C(C)C. Given the product [CH3:1][O:2][C:3]1[CH:4]=[CH:5][C:6]([C:9]2[C:18]([C:19]3[CH:24]=[CH:23][C:22]([O:25][CH3:26])=[CH:21][CH:20]=3)=[N:17][C:16]3[C:11](=[CH:12][CH:13]=[C:14]([S:27]([NH:36][CH3:35])(=[O:29])=[O:28])[CH:15]=3)[N:10]=2)=[CH:7][CH:8]=1, predict the reactants needed to synthesize it. (3) The reactants are: I[C:2]1[C:10]2[C:5](=[N:6][CH:7]=[N:8][C:9]=2[NH2:11])[N:4]([CH:12]2[CH2:17][CH2:16][CH2:15][N:14]([CH3:18])[CH2:13]2)[N:3]=1.[O:19]([C:26]1[CH:31]=[CH:30][C:29](B(O)O)=[CH:28][CH:27]=1)[C:20]1[CH:25]=[CH:24][CH:23]=[CH:22][CH:21]=1.C(=O)([O-])[O-:36].[Na+].[Na+]. Given the product [C:26]([OH:36])(=[O:19])[CH3:31].[CH3:18][N:14]1[CH2:15][CH2:16][CH2:17][CH:12]([N:4]2[C:5]3=[N:6][CH:7]=[N:8][C:9]([NH2:11])=[C:10]3[C:2]([C:29]3[CH:30]=[CH:31][C:26]([O:19][C:20]4[CH:25]=[CH:24][CH:23]=[CH:22][CH:21]=4)=[CH:27][CH:28]=3)=[N:3]2)[CH2:13]1, predict the reactants needed to synthesize it. (4) Given the product [C:12]([O:11][C:9](=[O:10])[CH2:8][O:6][CH2:1][CH2:2][C@H:3]([OH:5])[CH3:4])([CH3:15])([CH3:14])[CH3:13], predict the reactants needed to synthesize it. The reactants are: [CH2:1]([OH:6])[CH2:2][C@H:3]([OH:5])[CH3:4].Br[CH2:8][C:9]([O:11][C:12]([CH3:15])([CH3:14])[CH3:13])=[O:10].C(O)(=O)CC(CC(O)=O)(C(O)=O)O.C(OC(=O)C)(C)(C)C. (5) The reactants are: [NH:1]1[CH:5]=[CH:4][N:3]=[C:2]1[C:6]([OH:8])=O.C(N1C=CN=C1)(N1C=CN=C1)=O.[CH3:21][O:22][C:23]1[CH:28]=[CH:27][C:26]([N:29]2[CH2:34][CH2:33][O:32][CH2:31][CH2:30]2)=[CH:25][C:24]=1[NH2:35]. Given the product [CH3:21][O:22][C:23]1[CH:28]=[CH:27][C:26]([N:29]2[CH2:30][CH2:31][O:32][CH2:33][CH2:34]2)=[CH:25][C:24]=1[NH:35][C:6]([C:2]1[NH:1][CH:5]=[CH:4][N:3]=1)=[O:8], predict the reactants needed to synthesize it.